The task is: Binary Classification. Given a T-cell receptor sequence (or CDR3 region) and an epitope sequence, predict whether binding occurs between them.. This data is from TCR-epitope binding with 47,182 pairs between 192 epitopes and 23,139 TCRs. (1) The epitope is ITEEVGHTDLMAAY. The TCR CDR3 sequence is CASSLVSDSSYNEQFF. Result: 1 (the TCR binds to the epitope). (2) The epitope is GLCTLVAML. The TCR CDR3 sequence is CASSVAGGDEQFF. Result: 1 (the TCR binds to the epitope). (3) The epitope is QIKVRVKMV. The TCR CDR3 sequence is CASSQDGLLNSYEQYF. Result: 0 (the TCR does not bind to the epitope).